The task is: Predict which catalyst facilitates the given reaction.. This data is from Catalyst prediction with 721,799 reactions and 888 catalyst types from USPTO. (1) Product: [F:14][C:15]1[CH:20]=[C:19]([C:7]2[CH:8]=[C:9]3[C:4](=[CH:5][CH:6]=2)[N:3]([C:11]([O:13][C:9]([CH3:10])([CH3:4])[CH3:8])=[O:12])[CH2:2][CH2:10]3)[CH:18]=[N:17][CH:16]=1. The catalyst class is: 108. Reactant: Br[CH:2]1[CH2:10][C:9]2[C:4](=[CH:5][CH:6]=[CH:7][CH:8]=2)[N:3]1[C:11]([O-:13])=[O:12].[F:14][C:15]1[CH:16]=[N:17][CH:18]=[C:19](B2OC(C)(C)C(C)(C)O2)[CH:20]=1.C([O-])([O-])=O.[Na+].[Na+]. (2) Product: [CH3:9][O:8][C:6]([C:2]1[C:15]2[C:14](=[CH:13][CH:12]=[C:11]([Cl:10])[CH:16]=2)[CH:5]=[CH:4][CH:3]=1)=[O:7]. Reactant: O1[CH:5]=[CH:4][CH:3]=[C:2]1[C:6]([O:8][CH3:9])=[O:7].[Cl:10][C:11]1[CH:16]=[CH:15][CH:14]=[CH:13][CH:12]=1.[Al+3].[Cl-].[Cl-].[Cl-]. The catalyst class is: 28. (3) Reactant: C[O:2][C:3](=[O:45])[C:4]1[CH:9]=[CH:8][C:7]([CH2:10][NH:11][C:12]([C:14]2[N:19]3[N:20]=[CH:21][C:22]([C:23](=[O:32])[NH:24][C:25]4[CH:30]=[CH:29][CH:28]=[CH:27][C:26]=4[Cl:31])=[C:18]3[N:17]=[C:16]([C:33](=[O:44])[NH:34][CH2:35][C:36]3[CH:41]=[CH:40][C:39]([F:42])=[C:38]([F:43])[CH:37]=3)[CH:15]=2)=[O:13])=[CH:6][CH:5]=1.[OH-].C[Sn+](C)C. Product: [Cl:31][C:26]1[CH:27]=[CH:28][CH:29]=[CH:30][C:25]=1[NH:24][C:23]([C:22]1[CH:21]=[N:20][N:19]2[C:14]([C:12]([NH:11][CH2:10][C:7]3[CH:6]=[CH:5][C:4]([C:3]([OH:45])=[O:2])=[CH:9][CH:8]=3)=[O:13])=[CH:15][C:16]([C:33](=[O:44])[NH:34][CH2:35][C:36]3[CH:41]=[CH:40][C:39]([F:42])=[C:38]([F:43])[CH:37]=3)=[N:17][C:18]=12)=[O:32]. The catalyst class is: 68. (4) Reactant: Cl[C:2]1[N:7]=[C:6]([Cl:8])[CH:5]=[C:4](Cl)[N:3]=1.[NH:10]1[CH2:14][CH2:13][CH2:12][CH2:11]1.[N:15]1[CH:20]=[CH:19][CH:18]=[CH:17]C=1.O. Product: [Cl:8][C:6]1[CH:5]=[C:4]([N:10]2[CH2:14][CH2:13][CH2:12][CH2:11]2)[N:3]=[C:2]([N:15]2[CH2:17][CH2:18][CH2:19][CH2:20]2)[N:7]=1. The catalyst class is: 7. (5) Reactant: [OH-].[K+].C([O:5][C:6]([C:8]1[CH:9]=[N:10][N:11]([CH3:31])[C:12]=1[C:13](=[O:30])[NH:14][C:15]1[N:20]=[CH:19][N:18]2[CH:21]=[C:22]([C:24]3[CH:29]=[CH:28][CH:27]=[CH:26][CH:25]=3)[N:23]=[C:17]2[CH:16]=1)=[O:7])C.Cl. Product: [CH3:31][N:11]1[C:12]([C:13](=[O:30])[NH:14][C:15]2[N:20]=[CH:19][N:18]3[CH:21]=[C:22]([C:24]4[CH:29]=[CH:28][CH:27]=[CH:26][CH:25]=4)[N:23]=[C:17]3[CH:16]=2)=[C:8]([C:6]([OH:7])=[O:5])[CH:9]=[N:10]1. The catalyst class is: 8.